This data is from Reaction yield outcomes from USPTO patents with 853,638 reactions. The task is: Predict the reaction yield, written as a fraction of the theoretical maximum amount of product (1.0 means a 100% yield; for example, 0.34 means a 34% yield). (1) The yield is 0.701. The reactants are [Cl:1][C:2]1[N:3]=[C:4](Cl)[C:5]2[CH2:10][CH2:9][CH:8]([C:11]3[CH:16]=[CH:15][C:14]([F:17])=[CH:13][CH:12]=3)[C:6]=2[N:7]=1.Cl.[CH3:20][NH2:21]. The product is [Cl:1][C:2]1[N:3]=[C:4]([NH:21][CH3:20])[C:5]2[CH2:10][CH2:9][CH:8]([C:11]3[CH:16]=[CH:15][C:14]([F:17])=[CH:13][CH:12]=3)[C:6]=2[N:7]=1. No catalyst specified. (2) The reactants are [NH2:1][C:2]1[N:6]([C:7]2[CH:8]=[C:9]([CH:16]=[CH:17][C:18]=2[CH3:19])[C:10]([NH:12][CH:13]2[CH2:15][CH2:14]2)=[O:11])[N:5]=[CH:4][C:3]=1[C:20](=[O:28])[C:21]1[CH:26]=[CH:25][CH:24]=[C:23]([OH:27])[CH:22]=1.Cl[CH2:30][C:31]([O:33]C(C)(C)C)=[O:32].C([O-])([O-])=O.[K+].[K+]. The catalyst is CN(C=O)C. The product is [NH2:1][C:2]1[N:6]([C:7]2[CH:8]=[C:9]([C:10](=[O:11])[NH:12][CH:13]3[CH2:14][CH2:15]3)[CH:16]=[CH:17][C:18]=2[CH3:19])[N:5]=[CH:4][C:3]=1[C:20]([C:21]1[CH:22]=[C:23]([CH:24]=[CH:25][CH:26]=1)[O:27][CH2:30][C:31]([OH:33])=[O:32])=[O:28]. The yield is 0.270. (3) The reactants are Br[C:2]1[CH:6]=[CH:5][S:4][C:3]=1[CH:7]=[O:8].[N+:9]([C:12]1[CH:17]=[CH:16][CH:15]=[CH:14][C:13]=1B(O)O)([O-:11])=[O:10].C([O-])(O)=O.[Na+]. The catalyst is COCCOC.C1C=CC([P]([Pd]([P](C2C=CC=CC=2)(C2C=CC=CC=2)C2C=CC=CC=2)([P](C2C=CC=CC=2)(C2C=CC=CC=2)C2C=CC=CC=2)[P](C2C=CC=CC=2)(C2C=CC=CC=2)C2C=CC=CC=2)(C2C=CC=CC=2)C2C=CC=CC=2)=CC=1. The product is [N+:9]([C:12]1[CH:17]=[CH:16][CH:15]=[CH:14][C:13]=1[C:2]1[CH:6]=[CH:5][S:4][C:3]=1[CH:7]=[O:8])([O-:11])=[O:10]. The yield is 0.830. (4) The reactants are C[O:2][C:3](=O)[C@H:4]([CH2:19][C:20]1[CH:25]=[CH:24][CH:23]=[CH:22][CH:21]=1)[N:5]=[C:6]([C:13]1[CH:18]=[CH:17][CH:16]=[CH:15][CH:14]=1)[C:7]1[CH:12]=[CH:11][CH:10]=[CH:9][CH:8]=1.Br[CH2:28][Cl:29].CCCCCC.C([Li])CCC.[Cl-].[NH4+]. The catalyst is O1CCCC1. The product is [Cl:29][CH2:28][C:3](=[O:2])[C@@H:4]([N:5]=[C:6]([C:13]1[CH:18]=[CH:17][CH:16]=[CH:15][CH:14]=1)[C:7]1[CH:12]=[CH:11][CH:10]=[CH:9][CH:8]=1)[CH2:19][C:20]1[CH:21]=[CH:22][CH:23]=[CH:24][CH:25]=1. The yield is 0.997. (5) The reactants are Br[C:2]1[CH:3]=[C:4]([N:8]2[C:12]3[CH:13]=[CH:14][C:15]([CH:17]([NH:19][CH:20]=[O:21])[CH3:18])=[CH:16][C:11]=3[N:10]=[CH:9]2)[CH:5]=[CH:6][CH:7]=1.[CH3:22][O:23][C:24]1[C:29](B(O)O)=[CH:28][CH:27]=[CH:26][N:25]=1. No catalyst specified. The product is [CH3:22][O:23][C:24]1[C:29]([C:2]2[CH:3]=[C:4]([N:8]3[C:12]4[CH:13]=[CH:14][C:15]([CH:17]([NH:19][CH:20]=[O:21])[CH3:18])=[CH:16][C:11]=4[N:10]=[CH:9]3)[CH:5]=[CH:6][CH:7]=2)=[CH:28][CH:27]=[CH:26][N:25]=1. The yield is 0.770.